Predict the product of the given reaction. From a dataset of Forward reaction prediction with 1.9M reactions from USPTO patents (1976-2016). (1) Given the reactants C[CH2:2][N:3](CC)[CH2:4]C.[CH3:8][N:9]1[C:13]2[C:14]3[CH:15]=[CH:16][CH:17]=[CH:18][C:19]=3[O:20][C:21]3([CH2:26][CH2:25][N:24]([C:27]([C:29]4[CH:37]=[CH:36][CH:35]=[CH:34][C:30]=4[C:31]([OH:33])=O)=[O:28])[CH2:23][CH2:22]3)[C:12]=2[CH:11]=[N:10]1.Cl.CNC.CCN=C=NCCCN(C)C, predict the reaction product. The product is: [CH3:2][N:3]([CH3:4])[C:31](=[O:33])[C:30]1[CH:34]=[CH:35][CH:36]=[CH:37][C:29]=1[C:27]([N:24]1[CH2:25][CH2:26][C:21]2([C:12]3[CH:11]=[N:10][N:9]([CH3:8])[C:13]=3[C:14]3[CH:15]=[CH:16][CH:17]=[CH:18][C:19]=3[O:20]2)[CH2:22][CH2:23]1)=[O:28]. (2) Given the reactants [C:1](OC(=O)C)(=[O:3])[CH3:2].FC(F)(F)C(O)=O.[CH3:15][C:16]1[CH:17]=[N:18][N:19]2[CH:24]=[C:23]([C:25]3[CH:30]=[CH:29][C:28]([N:31]4[CH2:36][CH2:35][NH:34][CH2:33][CH2:32]4)=[CH:27][CH:26]=3)[N:22]=[C:21]([O:37][C@@H:38]([C@H:40]3[CH2:44][NH:43][C:42](=[O:45])[CH2:41]3)[CH3:39])[C:20]=12.C(N(CC)CC)C, predict the reaction product. The product is: [C:1]([N:34]1[CH2:33][CH2:32][N:31]([C:28]2[CH:29]=[CH:30][C:25]([C:23]3[N:22]=[C:21]([O:37][C@@H:38]([C@H:40]4[CH2:44][NH:43][C:42](=[O:45])[CH2:41]4)[CH3:39])[C:20]4[N:19]([N:18]=[CH:17][C:16]=4[CH3:15])[CH:24]=3)=[CH:26][CH:27]=2)[CH2:36][CH2:35]1)(=[O:3])[CH3:2]. (3) Given the reactants [OH:1][C:2]1[CH:7]=[CH:6][C:5]([C:8]([C:11]2[CH:16]=[CH:15][C:14]([OH:17])=[CH:13][CH:12]=2)([CH3:10])[CH3:9])=[CH:4][CH:3]=1.[CH2:18](Br)[CH:19]=[CH2:20].C([O-])([O-])=O.[K+].[K+].[CH3:28][C:29]([CH3:31])=O, predict the reaction product. The product is: [CH3:9][C:8]([C:11]1[CH:12]=[CH:13][C:14]([O:17][CH2:31][CH:29]=[CH2:28])=[CH:15][CH:16]=1)([C:5]1[CH:4]=[CH:3][C:2]([O:1][CH2:18][CH:19]=[CH2:20])=[CH:7][CH:6]=1)[CH3:10]. (4) Given the reactants [NH2:1][CH:2]([CH:8]1[CH2:10][CH:9]1[C:11]([O:13]C)=[O:12])[C:3]([O:5]CC)=[O:4].[OH-].[Na+].Cl, predict the reaction product. The product is: [NH2:1][CH:2]([C:3]([OH:5])=[O:4])[CH:8]1[CH2:10][CH:9]1[C:11]([OH:13])=[O:12]. (5) Given the reactants [C:1](Cl)(=O)[C:2]([Cl:4])=[O:3].[CH3:7][C:8]1[CH:13]=[CH:12][C:11]([C:14]2[O:15][C:16]([CH3:19])=[N:17][N:18]=2)=[CH:10][C:9]=1[C:20]1[CH:25]=[CH:24]C(C(O)=O)=[CH:22][CH:21]=1, predict the reaction product. The product is: [CH3:7][C:8]1[CH:13]=[CH:12][C:11]([C:14]2[O:15][C:16]([CH3:19])=[N:17][N:18]=2)=[CH:10][C:9]=1[C:20]1[CH:25]=[CH:24][C:1]([C:2]([Cl:4])=[O:3])=[CH:22][CH:21]=1. (6) Given the reactants [NH:1]1[CH:5]=[CH:4][N:3]=[C:2]1[C:6]([O:8][CH2:9][CH3:10])=[O:7].[Cl:11][C:12]1[CH:19]=[CH:18][C:15]([CH2:16]Cl)=[CH:14][CH:13]=1.C(=O)([O-])[O-].[Na+].[Na+].O, predict the reaction product. The product is: [Cl:11][C:12]1[CH:19]=[CH:18][C:15]([CH2:16][N:1]2[CH:5]=[CH:4][N:3]=[C:2]2[C:6]([O:8][CH2:9][CH3:10])=[O:7])=[CH:14][CH:13]=1. (7) Given the reactants Br[C:2]1[CH:9]=[CH:8][C:5]([CH:6]=[O:7])=[C:4]([F:10])[CH:3]=1.[F:11][C:12]1[CH:17]=[CH:16][C:15](B(O)O)=[CH:14][CH:13]=1.C(=O)([O-])[O-].[Na+].[Na+], predict the reaction product. The product is: [F:10][C:4]1[CH:3]=[C:2]([C:15]2[CH:16]=[CH:17][C:12]([F:11])=[CH:13][CH:14]=2)[CH:9]=[CH:8][C:5]=1[CH:6]=[O:7].